This data is from Full USPTO retrosynthesis dataset with 1.9M reactions from patents (1976-2016). The task is: Predict the reactants needed to synthesize the given product. (1) Given the product [Br:2][CH2:25][C:17]1[N:18]=[C:19]([CH2:20][C:21]([CH3:24])([CH3:23])[CH3:22])[C:14]([C:7]2[CH:8]=[C:9]([O:12][CH3:13])[CH:10]=[CH:11][C:6]=2[F:5])=[CH:15][CH:16]=1, predict the reactants needed to synthesize it. The reactants are: P(Br)(Br)[Br:2].[F:5][C:6]1[CH:11]=[CH:10][C:9]([O:12][CH3:13])=[CH:8][C:7]=1[C:14]1[CH:15]=[CH:16][C:17]([CH2:25]O)=[N:18][C:19]=1[CH2:20][C:21]([CH3:24])([CH3:23])[CH3:22].C(=O)([O-])O.[Na+]. (2) Given the product [CH:18]1([CH2:21][NH:15][CH2:14][CH2:13][C:8]2[CH:9]=[C:10]([O:11][CH3:12])[C:5]([O:4][CH:1]([CH3:3])[CH3:2])=[C:6]([O:16][CH3:17])[CH:7]=2)[CH2:20][CH2:19]1, predict the reactants needed to synthesize it. The reactants are: [CH:1]([O:4][C:5]1[C:10]([O:11][CH3:12])=[CH:9][C:8]([CH2:13][CH2:14][NH2:15])=[CH:7][C:6]=1[O:16][CH3:17])([CH3:3])[CH3:2].[CH:18]1([CH:21]=O)[CH2:20][CH2:19]1. (3) Given the product [Br:4][C:5]1[CH:6]=[CH:7][C:8]([NH:2][NH2:3])=[N:9][CH:10]=1, predict the reactants needed to synthesize it. The reactants are: O.[NH2:2][NH2:3].[Br:4][C:5]1[CH:6]=[CH:7][C:8](Cl)=[N:9][CH:10]=1.